Dataset: Full USPTO retrosynthesis dataset with 1.9M reactions from patents (1976-2016). Task: Predict the reactants needed to synthesize the given product. (1) Given the product [Cl:11][C:12]1[CH:16]=[C:15]([CH:9]=[O:10])[NH:14][C:13]=1[C:17]([O:19][CH3:20])=[O:18], predict the reactants needed to synthesize it. The reactants are: P(Cl)(Cl)(Cl)=O.CN([CH:9]=[O:10])C.[Cl:11][C:12]1[CH:16]=[CH:15][NH:14][C:13]=1[C:17]([O:19][CH3:20])=[O:18].C([O-])(=O)C.[Na+]. (2) Given the product [OH:31][NH:30][C:28](=[O:29])[C@:23]([N:22]([C:20]([C:19]1[CH:40]=[CH:41][C:16]([C:15]#[C:14][C:11]2[CH:10]=[C:9]([CH2:8][O:7][CH3:6])[O:13][CH:12]=2)=[CH:17][CH:18]=1)=[O:21])[CH3:39])([CH3:38])[C:24]([NH:26][CH3:27])=[O:25], predict the reactants needed to synthesize it. The reactants are: S(=O)(=O)(O)O.[CH3:6][O:7][CH2:8][C:9]1[O:13][CH:12]=[C:11]([C:14]#[C:15][C:16]2[CH:41]=[CH:40][C:19]([C:20]([N:22]([CH3:39])[C@:23]([CH3:38])([C:28]([NH:30][O:31]C3CCCCO3)=[O:29])[C:24]([NH:26][CH3:27])=[O:25])=[O:21])=[CH:18][CH:17]=2)[CH:10]=1.C(=O)([O-])O.[Na+].[Cl-].[Na+]. (3) Given the product [C:34]1([C:21]([C:22]2[CH:23]=[CH:24][CH:25]=[CH:26][CH:27]=2)([C:28]2[CH:29]=[CH:30][CH:31]=[CH:32][CH:33]=2)[N:19]2[CH:20]=[C:16]([C:3]3[CH:8]=[CH:7][N:6]=[CH:5][C:4]=3[CH:9]=[O:10])[N:17]=[CH:18]2)[CH:39]=[CH:38][CH:37]=[CH:36][CH:35]=1, predict the reactants needed to synthesize it. The reactants are: Cl.Br[C:3]1[CH:8]=[CH:7][N:6]=[CH:5][C:4]=1[CH:9]=[O:10].C([Sn](CCCC)(CCCC)[C:16]1[N:17]=[CH:18][N:19]([C:21]([C:34]2[CH:39]=[CH:38][CH:37]=[CH:36][CH:35]=2)([C:28]2[CH:33]=[CH:32][CH:31]=[CH:30][CH:29]=2)[C:22]2[CH:27]=[CH:26][CH:25]=[CH:24][CH:23]=2)[CH:20]=1)CCC.C([O-])([O-])=O.[K+].[K+]. (4) Given the product [F:1][C:2]1[CH:3]=[C:4]([CH:23]=[CH:24][CH:25]=1)[O:5][CH:6]1[CH2:9][N:8]([C:10]2[N:18]=[CH:17][C:16]([C:19]([F:20])([F:21])[F:22])=[CH:15][C:11]=2[C:12]([NH:27][C:28]2([C:31]3[CH:40]=[CH:39][C:34]([C:35]([O:37][CH3:38])=[O:36])=[CH:33][CH:32]=3)[CH2:30][CH2:29]2)=[O:13])[CH2:7]1, predict the reactants needed to synthesize it. The reactants are: [F:1][C:2]1[CH:3]=[C:4]([CH:23]=[CH:24][CH:25]=1)[O:5][CH:6]1[CH2:9][N:8]([C:10]2[N:18]=[CH:17][C:16]([C:19]([F:22])([F:21])[F:20])=[CH:15][C:11]=2[C:12](O)=[O:13])[CH2:7]1.Cl.[NH2:27][C:28]1([C:31]2[CH:40]=[CH:39][C:34]([C:35]([O:37][CH3:38])=[O:36])=[CH:33][CH:32]=2)[CH2:30][CH2:29]1. (5) Given the product [CH:7]1([CH2:13][O:14][C:15]2[CH:22]=[CH:21][C:18](/[CH:19]=[CH:28]/[C:29]([NH:31][C:32]3[CH:40]=[CH:39][CH:38]=[CH:37][C:33]=3[C:34]([OH:36])=[O:35])=[O:30])=[CH:17][C:16]=2[O:23][CH3:24])[CH2:12][CH2:11][CH2:10][CH2:9][CH2:8]1, predict the reactants needed to synthesize it. The reactants are: N1CCCCC1.[CH:7]1([CH2:13][O:14][C:15]2[CH:22]=[CH:21][C:18]([CH:19]=O)=[CH:17][C:16]=2[O:23][CH3:24])[CH2:12][CH2:11][CH2:10][CH2:9][CH2:8]1.C([CH2:28][C:29]([NH:31][C:32]1[CH:40]=[CH:39][CH:38]=[CH:37][C:33]=1[C:34]([OH:36])=[O:35])=[O:30])(O)=O.Cl.